Dataset: Full USPTO retrosynthesis dataset with 1.9M reactions from patents (1976-2016). Task: Predict the reactants needed to synthesize the given product. (1) The reactants are: [F:1][C:2]1[CH:8]=[C:7]([N:9]2[CH:13]=[N:12][C:11]([CH3:14])=[N:10]2)[C:6]([O:15][CH3:16])=[CH:5][C:3]=1[NH2:4].[C:17](N1C=CC=CC1=O)(N1C=CC=CC1=O)=[S:18]. Given the product [F:1][C:2]1[C:3]([N:4]=[C:17]=[S:18])=[CH:5][C:6]([O:15][CH3:16])=[C:7]([N:9]2[CH:13]=[N:12][C:11]([CH3:14])=[N:10]2)[CH:8]=1, predict the reactants needed to synthesize it. (2) Given the product [CH2:4]1[N:3]2[C:12]3[CH:7]([CH2:8][C:9](=[O:18])[CH2:10][C:11]=3[CH:1]=[CH:2]2)[NH:14][CH2:6][CH2:5]1.[CH2:4]1[N:3]2[C:12]3[CH:7]([CH2:8][CH2:9][C:10](=[O:18])[C:11]=3[CH:1]=[CH:2]2)[CH2:6][NH:14][CH2:5]1, predict the reactants needed to synthesize it. The reactants are: [CH2:1]1[C:11]2=[C:12]3[C:7](=[CH:8][CH:9]=[CH:10]2)[C:6](=O)[CH2:5][CH2:4][N:3]3[CH2:2]1.[N-:14]=[N+]=[N-].[Na+].[OH-:18].[Na+]. (3) Given the product [N+:1]([C:4]1[CH:9]=[CH:8][C:7]([NH:10][C@H:11]2[CH2:12][CH2:13][C@H:14]([CH2:17][OH:18])[CH2:15][CH2:16]2)=[CH:6][C:5]=1[C:20]([F:21])([F:22])[F:23])([O-:3])=[O:2], predict the reactants needed to synthesize it. The reactants are: [N+:1]([C:4]1[CH:9]=[CH:8][C:7]([NH:10][C@H:11]2[CH2:16][CH2:15][C@H:14]([C:17](O)=[O:18])[CH2:13][CH2:12]2)=[CH:6][C:5]=1[C:20]([F:23])([F:22])[F:21])([O-:3])=[O:2].[H-].[Al+3].[Li+].[H-].[H-].[H-].Cl.